The task is: Regression. Given a peptide amino acid sequence and an MHC pseudo amino acid sequence, predict their binding affinity value. This is MHC class II binding data.. This data is from Peptide-MHC class II binding affinity with 134,281 pairs from IEDB. (1) The binding affinity (normalized) is 0.757. The MHC is DRB1_0101 with pseudo-sequence DRB1_0101. The peptide sequence is LFGLKAENVIVGLVV. (2) The peptide sequence is AFKVAATAANSAPAN. The MHC is DRB1_1001 with pseudo-sequence DRB1_1001. The binding affinity (normalized) is 0.897. (3) The peptide sequence is ARGWAAHRARANESA. The MHC is HLA-DQA10201-DQB10303 with pseudo-sequence HLA-DQA10201-DQB10303. The binding affinity (normalized) is 0.590. (4) The peptide sequence is PPFSRVVHLYRNGKD. The MHC is DRB1_1201 with pseudo-sequence DRB1_1201. The binding affinity (normalized) is 0.177. (5) The peptide sequence is VAIDRPAEVRKVCYN. The MHC is DRB1_1101 with pseudo-sequence DRB1_1101. The binding affinity (normalized) is 0. (6) The peptide sequence is FPITNNIIGLLFYQK. The MHC is DRB1_0101 with pseudo-sequence DRB1_0101. The binding affinity (normalized) is 0.474. (7) The peptide sequence is SDAKTLVLNIKYTRP. The MHC is DRB1_1001 with pseudo-sequence DRB1_1001. The binding affinity (normalized) is 0.214. (8) The peptide sequence is CGYKDVDKPPFDGMT. The MHC is DRB1_0301 with pseudo-sequence DRB1_0301. The binding affinity (normalized) is 0. (9) The peptide sequence is RCYSLYIAENGELTE. The MHC is DRB1_0101 with pseudo-sequence DRB1_0101. The binding affinity (normalized) is 0.953. (10) The binding affinity (normalized) is 0.206. The MHC is DRB1_0404 with pseudo-sequence DRB1_0404. The peptide sequence is IAYQEDEFFECFKYL.